This data is from Peptide-MHC class II binding affinity with 134,281 pairs from IEDB. The task is: Regression. Given a peptide amino acid sequence and an MHC pseudo amino acid sequence, predict their binding affinity value. This is MHC class II binding data. The peptide sequence is LPKPPKPVSKMRMATPLLMQALPM. The MHC is DRB1_0301 with pseudo-sequence DRB1_0301. The binding affinity (normalized) is 0.559.